Predict the reactants needed to synthesize the given product. From a dataset of Full USPTO retrosynthesis dataset with 1.9M reactions from patents (1976-2016). (1) Given the product [F:15][C:9]1[C:10]([F:14])=[CH:11][CH:12]=[CH:13][C:8]=1[C:6]1[CH:5]=[CH:4][N:3]=[C:2]([N:19]2[CH2:18][CH2:17][N:16]([C:22]([O:24][C:25]([CH3:28])([CH3:27])[CH3:26])=[O:23])[CH2:21][CH2:20]2)[CH:7]=1, predict the reactants needed to synthesize it. The reactants are: Cl[C:2]1[CH:7]=[C:6]([C:8]2[CH:13]=[CH:12][CH:11]=[C:10]([F:14])[C:9]=2[F:15])[CH:5]=[CH:4][N:3]=1.[N:16]1([C:22]([O:24][C:25]([CH3:28])([CH3:27])[CH3:26])=[O:23])[CH2:21][CH2:20][NH:19][CH2:18][CH2:17]1.CC(C)([O-])C.[Na+]. (2) Given the product [Cl:1][C:2]1[CH:3]=[C:4]([NH:9][C:10]([C:12]2[C:16]([CH:17]=[O:18])=[N:15][O:14][N:13]=2)=[O:11])[CH:5]=[CH:6][C:7]=1[F:8], predict the reactants needed to synthesize it. The reactants are: [Cl:1][C:2]1[CH:3]=[C:4]([NH:9][C:10]([C:12]2[C:16]([CH2:17][OH:18])=[N:15][O:14][N:13]=2)=[O:11])[CH:5]=[CH:6][C:7]=1[F:8].CC(OI1(OC(C)=O)(OC(C)=O)OC(=O)C2C=CC=CC1=2)=O.C(Cl)Cl. (3) Given the product [CH2:1]([S:3]([C:6]1[C:7]([C:12]2[N:25]([CH3:26])[C:15]3=[N:16][CH:17]=[C:18]([S:20]([C:21]([F:24])([F:22])[F:23])=[O:35])[CH:19]=[C:14]3[N:13]=2)=[N:8][CH:9]=[CH:10][CH:11]=1)(=[O:5])=[O:4])[CH3:2], predict the reactants needed to synthesize it. The reactants are: [CH2:1]([S:3]([C:6]1[C:7]([C:12]2[N:25]([CH3:26])[C:15]3=[N:16][CH:17]=[C:18]([S:20][C:21]([F:24])([F:23])[F:22])[CH:19]=[C:14]3[N:13]=2)=[N:8][CH:9]=[CH:10][CH:11]=1)(=[O:5])=[O:4])[CH3:2].ClC1C=CC=C(C(OO)=[O:35])C=1.S([O-])([O-])(=O)=S.[Na+].[Na+].C(=O)([O-])O.[Na+]. (4) Given the product [OH:8][C:9]1[CH:21]=[CH:20][C:12]([O:13][C@@H:14]2[CH2:18][CH2:17][NH:16][C:15]2=[O:19])=[CH:11][CH:10]=1, predict the reactants needed to synthesize it. The reactants are: C([O:8][C:9]1[CH:21]=[CH:20][C:12]([O:13][C@@H:14]2[CH2:18][CH2:17][NH:16][C:15]2=[O:19])=[CH:11][CH:10]=1)C1C=CC=CC=1. (5) Given the product [CH3:19][C:14]1([CH3:20])[C:15]([CH3:18])([CH3:17])[O:16][B:12]([C:2]2[CH:11]=[CH:10][C:5]3[O:6][CH2:7][CH2:8][NH:9][C:4]=3[CH:3]=2)[O:13]1, predict the reactants needed to synthesize it. The reactants are: Br[C:2]1[CH:11]=[CH:10][C:5]2[O:6][CH2:7][CH2:8][NH:9][C:4]=2[CH:3]=1.[B:12]1([B:12]2[O:16][C:15]([CH3:18])([CH3:17])[C:14]([CH3:20])([CH3:19])[O:13]2)[O:16][C:15]([CH3:18])([CH3:17])[C:14]([CH3:20])([CH3:19])[O:13]1.C([O-])(=O)C.[K+]. (6) Given the product [C:5]([NH:15][C:14]1[CH:16]=[CH:17][C:11]([CH:8]([CH3:10])[CH3:9])=[CH:12][CH:13]=1)(=[O:7])[CH3:6], predict the reactants needed to synthesize it. The reactants are: C(O[C:5](=[O:7])[CH3:6])(=O)C.[CH:8]([C:11]1[CH:17]=[CH:16][C:14]([NH2:15])=[CH:13][CH:12]=1)([CH3:10])[CH3:9].